Dataset: Blood-brain barrier permeability classification from the B3DB database. Task: Regression/Classification. Given a drug SMILES string, predict its absorption, distribution, metabolism, or excretion properties. Task type varies by dataset: regression for continuous measurements (e.g., permeability, clearance, half-life) or binary classification for categorical outcomes (e.g., BBB penetration, CYP inhibition). Dataset: b3db_classification. (1) The drug is COc1cc(-n2cnc3cc(-c4ccc(Cl)cc4)sc3c2=O)ccc1OCCN1CCCC1. The result is 1 (penetrates BBB). (2) The drug is CCC[C@@H](Cc1ccccc1)N1CCCC1. The result is 1 (penetrates BBB). (3) The molecule is C[C@H]1O[C@@]2(CCCC[C@H]2Oc2cccc(Cl)c2)NC1=O. The result is 1 (penetrates BBB). (4) The molecule is C[C@H](C(=O)O)c1ccc([C@@H]2CCCC(=NO)C2)cc1. The result is 1 (penetrates BBB). (5) The molecule is CCC(=O)O[C@]1(C(=O)SCCl)[C@H](C)C[C@H]2[C@@H]3C[C@H](F)C4=CC(=O)C=C[C@]4(C)[C@@]3(F)[C@@H](O)C[C@@]21C. The result is 1 (penetrates BBB). (6) The molecule is CC(=O)[C@@]1(O)CC[C@H]2[C@@H]3C[C@H](C)C4=CC(=O)C=C[C@]4(C)[C@@]3(F)[C@@H](O)C[C@@]21C. The result is 1 (penetrates BBB).